Dataset: Reaction yield outcomes from USPTO patents with 853,638 reactions. Task: Predict the reaction yield, written as a fraction of the theoretical maximum amount of product (1.0 means a 100% yield; for example, 0.34 means a 34% yield). (1) The reactants are C(Cl)(=O)C(Cl)=O.CS(C)=O.[OH:11][CH2:12][C:13]1([CH3:24])[CH2:18][CH2:17][N:16]([C:19]([O:21][CH2:22][CH3:23])=[O:20])[CH2:15][CH2:14]1.CCN(CC)CC.C([O-])(O)=O.[Na+]. The catalyst is C(Cl)Cl. The product is [CH:12]([C:13]1([CH3:24])[CH2:18][CH2:17][N:16]([C:19]([O:21][CH2:22][CH3:23])=[O:20])[CH2:15][CH2:14]1)=[O:11]. The yield is 0.950. (2) The reactants are [C:1]([O:5][C:6]([N:8]1[CH2:13][CH2:12][C:11](O)([C:14]2[CH:35]=[CH:34][C:17]3[C:18]4[N:19]=[C:20]([C:26]5[N:27]([CH:31]([CH3:33])[CH3:32])[N:28]=[CH:29][N:30]=5)[S:21][C:22]=4[CH2:23][CH2:24][O:25][C:16]=3[CH:15]=2)[CH2:10][CH2:9]1)=[O:7])([CH3:4])([CH3:3])[CH3:2].CCN(S(F)(F)[F:43])CC. The product is [C:1]([O:5][C:6]([N:8]1[CH2:13][CH2:12][C:11]([F:43])([C:14]2[CH:35]=[CH:34][C:17]3[C:18]4[N:19]=[C:20]([C:26]5[N:27]([CH:31]([CH3:33])[CH3:32])[N:28]=[CH:29][N:30]=5)[S:21][C:22]=4[CH2:23][CH2:24][O:25][C:16]=3[CH:15]=2)[CH2:10][CH2:9]1)=[O:7])([CH3:4])([CH3:3])[CH3:2]. The catalyst is C(Cl)Cl. The yield is 0.560. (3) The reactants are [Cl:1][C:2]1[CH:3]=[C:4]([NH:8][N:9]=[C:10]([C:13]#[N:14])[C:11]#[N:12])[CH:5]=[CH:6][CH:7]=1.ClC1C=C(C=CC=1)N.C(#N)CC#N.O.[NH2:29][NH2:30]. No catalyst specified. The product is [NH2:14][C:13]1[C:10](=[N:9][NH:8][C:4]2[CH:5]=[CH:6][CH:7]=[C:2]([Cl:1])[CH:3]=2)[C:11]([NH2:12])=[N:30][N:29]=1. The yield is 0.140.